This data is from Catalyst prediction with 721,799 reactions and 888 catalyst types from USPTO. The task is: Predict which catalyst facilitates the given reaction. (1) The catalyst class is: 451. Product: [Br:1][C:2]1[CH:3]=[C:4]2[C:12](=[CH:13][CH:14]=1)[NH:11][C:10]1[C@H:9]([NH:24][C@@H:17]([C:18]3[CH:23]=[CH:22][CH:21]=[CH:20][CH:19]=3)[CH3:16])[CH2:8][CH2:7][CH2:6][C:5]2=1. Reactant: [Br:1][C:2]1[CH:3]=[C:4]2[C:12](=[CH:13][CH:14]=1)[NH:11][C:10]1[C:9](=O)[CH2:8][CH2:7][CH2:6][C:5]2=1.[CH3:16][C@@H:17]([NH2:24])[C:18]1[CH:23]=[CH:22][CH:21]=[CH:20][CH:19]=1.C1(C)C=CC(S(O)(=O)=O)=CC=1.C(O)=O.C(N(CC)CC)C. (2) The catalyst class is: 106. Product: [CH3:1][O:2][C:3]([CH:5]1[CH:10]([C:11]2[CH:12]=[CH:13][C:14]([F:17])=[CH:15][CH:16]=2)[CH2:9][CH2:8][N:7]([CH3:19])[CH2:6]1)=[O:4]. Reactant: [CH3:1][O:2][C:3]([CH:5]1[CH:10]([C:11]2[CH:16]=[CH:15][C:14]([F:17])=[CH:13][CH:12]=2)[CH2:9][CH2:8][NH:7][CH2:6]1)=[O:4].O.[CH2:19]=O.[OH-].[Na+]. (3) Reactant: Br[C:2]1[CH:3]=[CH:4][C:5]2[N:9]=[N:8][N:7]([CH2:10][C:11]3[CH:16]=[CH:15][CH:14]=[C:13]([C:17]4[N:22]=[CH:21][C:20]([O:23][CH2:24][CH2:25][N:26]5[CH2:31][CH2:30][O:29][CH2:28][CH2:27]5)=[CH:19][N:18]=4)[CH:12]=3)[C:6]=2[CH:32]=1.[CH3:33][N:34]1[CH:38]=[C:37](B2OC(C)(C)C(C)(C)O2)[CH:36]=[N:35]1.O.O.O.P([O-])([O-])([O-])=O.[K+].[K+].[K+]. Product: [CH3:33][N:34]1[CH:38]=[C:37]([C:2]2[CH:3]=[CH:4][C:5]3[N:9]=[N:8][N:7]([CH2:10][C:11]4[CH:16]=[CH:15][CH:14]=[C:13]([C:17]5[N:18]=[CH:19][C:20]([O:23][CH2:24][CH2:25][N:26]6[CH2:31][CH2:30][O:29][CH2:28][CH2:27]6)=[CH:21][N:22]=5)[CH:12]=4)[C:6]=3[CH:32]=2)[CH:36]=[N:35]1. The catalyst class is: 628. (4) Reactant: O=[C:2]1[CH2:8][CH:7]2[O:9][CH:4]([CH2:5][CH2:6]2)[CH:3]1[C:10]([O:12][CH2:13][CH3:14])=[O:11].[C:15]1([C@@H:21]([NH2:23])[CH3:22])[CH:20]=[CH:19][CH:18]=[CH:17][CH:16]=1.C(O)(=O)C. Product: [C:15]1([C@@H:21]([NH:23][C:2]2[CH2:8][CH:7]3[O:9][CH:4]([CH2:5][CH2:6]3)[C:3]=2[C:10]([O:12][CH2:13][CH3:14])=[O:11])[CH3:22])[CH:20]=[CH:19][CH:18]=[CH:17][CH:16]=1. The catalyst class is: 11. (5) Reactant: [C:1]([O:5][C:6](=[O:19])[C:7]([S:10][C:11]1[S:12][CH:13]=[C:14]([CH2:16][CH2:17][OH:18])[N:15]=1)([CH3:9])[CH3:8])([CH3:4])([CH3:3])[CH3:2].O[C:21]1[CH:26]=[CH:25][C:24]([NH:27][C:28](=[O:35])[C:29]2[CH:34]=[CH:33][CH:32]=[CH:31][CH:30]=2)=[CH:23][CH:22]=1.C1(P(C2C=CC=CC=2)C2C=CC=CC=2)C=CC=CC=1.[N+](C(OCC)=O)(C(OCC)=O)=[N-]. Product: [C:1]([O:5][C:6](=[O:19])[C:7]([S:10][C:11]1[S:12][CH:13]=[C:14]([CH2:16][CH2:17][O:18][C:21]2[CH:22]=[CH:23][C:24]([NH:27][C:28](=[O:35])[C:29]3[CH:34]=[CH:33][CH:32]=[CH:31][CH:30]=3)=[CH:25][CH:26]=2)[N:15]=1)([CH3:9])[CH3:8])([CH3:2])([CH3:4])[CH3:3]. The catalyst class is: 7. (6) Reactant: Cl[CH2:2][C:3]([O:5][C:6]([CH3:9])([CH3:8])[CH3:7])=[O:4].[C:10](=[NH:23])([C:17]1[CH:22]=[CH:21][CH:20]=[CH:19][CH:18]=1)[C:11]1[CH:16]=[CH:15][CH:14]=[CH:13][CH:12]=1.C(=O)([O-])[O-].[K+].[K+]. Product: [C:6]([O:5][C:3](=[O:4])[CH2:2][N:23]=[C:10]([C:11]1[CH:16]=[CH:15][CH:14]=[CH:13][CH:12]=1)[C:17]1[CH:22]=[CH:21][CH:20]=[CH:19][CH:18]=1)([CH3:9])([CH3:8])[CH3:7]. The catalyst class is: 6. (7) Reactant: C(C1C=CC(S[C:12]2[C:49]3[C:16](=[CH:17][C:18]4[C:19](C5C(C)=CC=CC=5C)(O)[C:20]5[C:45]([C:46](C6C(C)=CC=CC=6C)(O)[C:47]=4[CH:48]=3)=[CH:44][C:43]3[C:22](=[C:23](SC4C=CC(C(C)(C)C)=CC=4)[C:24]4[C:41]([C:42]=3SC3C=CC(C(C)(C)C)=CC=3)=[CH:40][C:39]3[C:38](C6C(C)=CC=CC=6C)(O)[C:37]6[C:28](=[CH:29][C:30]7[C:35]([CH:36]=6)=[C:34](SC6C=CC(C(C)(C)C)=CC=6)[C:33](SC6C=CC(C(C)(C)C)=CC=6)=[C:32](SC6C=CC(C(C)(C)C)=CC=6)[C:31]=7SC6C=CC(C(C)(C)C)=CC=6)[C:27](C6C(C)=CC=CC=6C)(O)[C:26]=3[CH:25]=4)[CH:21]=5)[C:15](SC3C=CC(C(C)(C)C)=CC=3)=[C:14](SC3C=CC(C(C)(C)C)=CC=3)[C:13]=2SC2C=CC(C(C)(C)C)=CC=2)=CC=1)(C)(C)C.Cl[Sn]Cl.Cl. Product: [CH:15]1[C:16]2[C:49](=[CH:48][C:47]3[C:18]([CH:17]=2)=[CH:19][C:20]2[C:45](=[CH:44][C:43]4[C:22]([CH:21]=2)=[CH:23][C:24]2[C:41](=[CH:40][C:39]5[C:26]([CH:25]=2)=[CH:27][C:28]2[C:37](=[CH:36][C:35]6[C:30]([CH:29]=2)=[CH:31][CH:32]=[CH:33][CH:34]=6)[CH:38]=5)[CH:42]=4)[CH:46]=3)[CH:12]=[CH:13][CH:14]=1. The catalyst class is: 12. (8) Reactant: [H-].[Al+3].[Li+].[H-].[H-].[H-].[Br:7][C:8]1[CH:9]=[CH:10][C:11]([C:14]([N:16]2[CH2:21][CH2:20][CH2:19][CH2:18][CH2:17]2)=O)=[N:12][CH:13]=1. Product: [Br:7][C:8]1[CH:9]=[CH:10][C:11]([CH2:14][N:16]2[CH2:21][CH2:20][CH2:19][CH2:18][CH2:17]2)=[N:12][CH:13]=1. The catalyst class is: 1.